Dataset: Choline transporter screen with 302,306 compounds. Task: Binary Classification. Given a drug SMILES string, predict its activity (active/inactive) in a high-throughput screening assay against a specified biological target. (1) The molecule is O(c1cc(C(=O)NCC(C)C)c([N+]([O-])=O)cc1OC)C. The result is 0 (inactive). (2) The molecule is S(c1nc(nc2c1cccc2)c1ccccc1)CC(OC)=O. The result is 0 (inactive). (3) The molecule is s1c(N(CCCN(C)C)C(=O)CCSc2ccccc2)nc2c1cc1OCOc1c2. The result is 0 (inactive). (4) The molecule is s1c(/C=C2\C(=C(N(C2=O)CC)C)C(OC)=O)ccc1. The result is 0 (inactive). (5) The result is 0 (inactive). The drug is O(c1ccc(c2c(n3ncc(c3nc2C)c2ncccc2)N)cc1)C.